From a dataset of Experimentally validated miRNA-target interactions with 360,000+ pairs, plus equal number of negative samples. Binary Classification. Given a miRNA mature sequence and a target amino acid sequence, predict their likelihood of interaction. (1) The miRNA is mmu-miR-301b-3p with sequence CAGUGCAAUGGUAUUGUCAAAGC. The protein sequence of the target gene is MAARTGHTALRRVVSGCRPKSATAAGAQAPVRNGRYLASCGILMSRTLPLHTSILPKEICARTFFKITAPLINKRKEYSERRILGYSMQEMYDVVSGVEDYKHFVPWCKKSDVISKRSGYCKTRLEIGFPPVLERYTSVVTLVKPHLVKASCTDGRLFNHLETIWRFSPGLPGYPRTCTLDFSISFEFRSLLHSQLATLFFDEVVKQMVAAFERRACKLYGPETNIPRELMLHEVHHT. Result: 0 (no interaction). (2) Result: 0 (no interaction). The protein sequence of the target gene is MTAMEESQSDISLELPLSQETFSGLWKLLPPEDILPSPHCMDDLLLPQDVEEFFEGPSEALRVSGAPAAQDPVTETPGPVAPAPATPWPLSSFVPSQKTYQGNYGFHLGFLQSGTAKSVMCTYSPPLNKLFCQLAKTCPVQLWVSATPPAGSRVRAMAIYKKSQHMTEVVRRCPHHERCSDGDGLAPPQHLIRVEGNLYPEYLEDRQTFRHSVVVPYEPPEAGSEYTTIHYKYMCNSSCMGGMNRRPILTIITLEDSSGNLLGRDSFEVRVCACPGRDRRTEEENFRKKEVLCPELPPGS.... The miRNA is mmu-miR-1192 with sequence AAACAAACAAACAGACCAAAUU. (3) The miRNA is hsa-miR-3658 with sequence UUUAAGAAAACACCAUGGAGAU. The protein sequence of the target gene is MELEGQWWRGQLAADIHQALRYKELKLPSYKGQSPQLSLRRYFADLIAIVSNRFTLCPSARHLAVYLLDLFMDRYDISIQQLHLVALSCLLLASKFEEKEDSVPKLEQLNSLGCMTNMNLVLTKQNLLHMELLLLETFQWNLCLPTAAHFIEYYLSEAVHETDLHDGWPMICLEKTKLYMAKYADYFLEVSLQVAAACVASSRIILRLSPTWPTRLHRLTAYSWDFLVQCIERLLIAHDNDVKEANKQRGQAGPQSAQLSVFQTASQPSRPVHFQQPQYLHQTHQTSLQYRHPTSEQPSC.... Result: 0 (no interaction). (4) The miRNA is hsa-miR-503-5p with sequence UAGCAGCGGGAACAGUUCUGCAG. The protein sequence of the target gene is MAQILPIRFQEHLQLQNLGINPANIGFSTLTMESDKFICIREKVGEQAQVVIIDMNDPSNPIRRPISADSAIMNPASKVIALKAGKTLQIFNIEMKSKMKAHTMTDDVTFWKWISLNTVALVTDNAVYHWSMEGESQPVKMFDRHSSLAGCQIINYRTDAKQKWLLLTGISAQQNRVVGAMQLYSVDRKVSQPIEGHAASFAQFKMEGNAEESTLFCFAVRGQAGGKLHIIEVGTPPTGNQPFPKKAVDVFFPPEAQNDFPVAMQISEKHDVVFLITKYGYIHLYDLETGTCIYMNRISG.... Result: 1 (interaction). (5) The miRNA is hsa-miR-503-3p with sequence GGGGUAUUGUUUCCGCUGCCAGG. The protein sequence of the target gene is MSASLDTGDFQEFLKHGLTAIASAPGSETRHSPKREEQLREKRAGLPDRHRRPIPARSRLVMLPKVETEAPGLVRSHGEQGQMPENMQVSQFKMVNYSYDEDLEELCPVCGDKVSGYHYGLLTCESCKGFFKRTVQNQKRYTCIENQNCQIDKTQRKRCPYCRFKKCIDVGMKLEAVRADRMRGGRNKFGPMYKRDRALKQQKKALIRANGLKLEAMSQVIQAMPSDLTSAIQNIHSASKGLPLSHVALPPTDYDRSPFVTSPISMTMPPHSSLHGYQPYGHFPSRAIKSEYPDPYSSSP.... Result: 0 (no interaction).